This data is from Full USPTO retrosynthesis dataset with 1.9M reactions from patents (1976-2016). The task is: Predict the reactants needed to synthesize the given product. (1) Given the product [C:5]([O:4][C:1](=[O:3])[CH2:2][C:11]([C:13]1[CH:18]=[N:17][C:16]([NH:19][C:20](=[O:25])[C:21]([CH3:23])([CH3:22])[CH3:24])=[CH:15][N:14]=1)=[O:10])([CH3:8])([CH3:7])[CH3:6], predict the reactants needed to synthesize it. The reactants are: [C:1]([O:4][C:5]([CH3:8])([CH3:7])[CH3:6])(=[O:3])[CH3:2].C[O:10][C:11]([C:13]1[CH:18]=[N:17][C:16]([NH:19][C:20](=[O:25])[C:21]([CH3:24])([CH3:23])[CH3:22])=[CH:15][N:14]=1)=O.C[Si]([N-][Si](C)(C)C)(C)C.[Li+]. (2) Given the product [CH:1]1([CH2:4][O:5][NH:6][C:7]([C:9]2[C:22]([NH:23][C:24]3[CH:29]=[CH:28][C:27]([Br:30])=[CH:26][C:25]=3[Cl:31])=[C:21]([F:32])[C:12]3[N:13]=[CH:14][N:15]([CH2:16][CH2:17][CH2:18][CH2:19][N:39]4[CH2:40][CH2:41][N:36]([CH3:35])[CH2:37][CH2:38]4)[C:11]=3[CH:10]=2)=[O:8])[CH2:2][CH2:3]1, predict the reactants needed to synthesize it. The reactants are: [CH:1]1([CH2:4][O:5][NH:6][C:7]([C:9]2[C:22]([NH:23][C:24]3[CH:29]=[CH:28][C:27]([Br:30])=[CH:26][C:25]=3[Cl:31])=[C:21]([F:32])[C:12]3[N:13]=[CH:14][N:15]([CH2:16][CH2:17][CH2:18][CH2:19]Cl)[C:11]=3[CH:10]=2)=[O:8])[CH2:3][CH2:2]1.[I-].[Na+].[CH3:35][N:36]1[CH2:41][CH2:40][NH:39][CH2:38][CH2:37]1. (3) Given the product [NH2:2][CH2:1][C:3]1[CH:4]=[C:5]([C:9]2[CH:14]=[C:13]([N+:15]([O-:17])=[O:16])[CH:12]=[CH:11][C:10]=2[O:18][CH3:19])[CH:6]=[CH:7][CH:8]=1, predict the reactants needed to synthesize it. The reactants are: [C:1]([C:3]1[CH:4]=[C:5]([C:9]2[CH:14]=[C:13]([N+:15]([O-:17])=[O:16])[CH:12]=[CH:11][C:10]=2[O:18][CH3:19])[CH:6]=[CH:7][CH:8]=1)#[N:2].